Dataset: Catalyst prediction with 721,799 reactions and 888 catalyst types from USPTO. Task: Predict which catalyst facilitates the given reaction. (1) Reactant: [Cl:1][C:2]1[C:19]([Cl:20])=[CH:18][C:5]2[N:6]([C@H:9]3[CH2:14][C@H:13]([OH:15])[C@@H:12]([CH2:16][OH:17])[O:11][CH2:10]3)[CH:7]=[N:8][C:4]=2[CH:3]=1.CN(C=O)C.N1C=CN=C1.[Si:31](Cl)([C:34]([CH3:37])([CH3:36])[CH3:35])([CH3:33])[CH3:32]. Product: [Cl:1][C:2]1[C:19]([Cl:20])=[CH:18][C:5]2[N:6]([C@H:9]3[CH2:14][C@H:13]([OH:15])[C@@H:12]([CH2:16][O:17][Si:31]([C:34]([CH3:37])([CH3:36])[CH3:35])([CH3:33])[CH3:32])[O:11][CH2:10]3)[CH:7]=[N:8][C:4]=2[CH:3]=1. The catalyst class is: 6. (2) Reactant: [C:1]([C:4]1[CH:5]=[C:6]([CH:11]=[CH:12][CH:13]=1)[C:7]([O:9][CH3:10])=[O:8])(=[S:3])[NH2:2].CO[CH:16](OC)[CH2:17]Cl.CC1C=CC(S(O)(=O)=O)=CC=1. Product: [S:3]1[CH:17]=[CH:16][N:2]=[C:1]1[C:4]1[CH:5]=[C:6]([CH:11]=[CH:12][CH:13]=1)[C:7]([O:9][CH3:10])=[O:8]. The catalyst class is: 15.